From a dataset of Reaction yield outcomes from USPTO patents with 853,638 reactions. Predict the reaction yield, written as a fraction of the theoretical maximum amount of product (1.0 means a 100% yield; for example, 0.34 means a 34% yield). (1) The reactants are [CH2:1]([O:3][C@H:4]([C:17]([O:19][CH2:20][CH3:21])=[O:18])[CH2:5][C:6]1[CH:16]=[CH:15][C:9]([O:10][CH2:11][C:12]([OH:14])=O)=[CH:8][CH:7]=1)[CH3:2].Cl.[F:23][C:24]1[CH:38]=[C:37]([F:39])[CH:36]=[CH:35][C:25]=1[CH2:26][NH:27][CH2:28][CH2:29][CH2:30][CH2:31][CH2:32][CH2:33][CH3:34].Cl.C(N=C=NCCCN(C)C)C. The catalyst is C(Cl)Cl.CN(C1C=CN=CC=1)C. The product is [F:23][C:24]1[CH:38]=[C:37]([F:39])[CH:36]=[CH:35][C:25]=1[CH2:26][N:27]([CH2:28][CH2:29][CH2:30][CH2:31][CH2:32][CH2:33][CH3:34])[C:12](=[O:14])[CH2:11][O:10][C:9]1[CH:8]=[CH:7][C:6]([CH2:5][C@H:4]([O:3][CH2:1][CH3:2])[C:17]([O:19][CH2:20][CH3:21])=[O:18])=[CH:16][CH:15]=1. The yield is 0.360. (2) The reactants are [Si:1]([O:8][CH:9]([C:12]1[CH:17]=[CH:16][CH:15]=[C:14]([Cl:18])[CH:13]=1)[CH:10]=O)([C:4]([CH3:7])([CH3:6])[CH3:5])([CH3:3])[CH3:2].[CH3:19][C:20]([S:23]([NH2:25])=[O:24])([CH3:22])[CH3:21]. The catalyst is ClCCl.S([O-])([O-])(=O)=O.[Cu+2]. The product is [Si:1]([O:8][CH:9]([C:12]1[CH:17]=[CH:16][CH:15]=[C:14]([Cl:18])[CH:13]=1)/[CH:10]=[N:25]/[S:23]([C:20]([CH3:22])([CH3:21])[CH3:19])=[O:24])([C:4]([CH3:7])([CH3:6])[CH3:5])([CH3:3])[CH3:2]. The yield is 0.800. (3) The reactants are Br[C:2]1[CH:3]=[N:4][CH:5]=[N:6][CH:7]=1.CCOCC.C([Li])CCC.[Cl:18][C:19]1[CH:20]=[C:21]([CH:29]=[O:30])[CH:22]=[C:23]2[C:28]=1[N:27]=[CH:26][CH:25]=[CH:24]2. The catalyst is C1COCC1. The product is [Cl:18][C:19]1[CH:20]=[C:21]([CH:29]([C:2]2[CH:3]=[N:4][CH:5]=[N:6][CH:7]=2)[OH:30])[CH:22]=[C:23]2[C:28]=1[N:27]=[CH:26][CH:25]=[CH:24]2. The yield is 0.810. (4) The reactants are [Si:1]([O:8][C@@H:9]([C@H:14]1[CH2:18][O:17][C:16]([CH3:20])([CH3:19])[N:15]1[C:21]([O:23][C:24]([CH3:27])([CH3:26])[CH3:25])=[O:22])[C@@H:10]([CH3:13])[CH2:11]O)([C:4]([CH3:7])([CH3:6])[CH3:5])([CH3:3])[CH3:2].CC(OC(/N=N/C(OC(C)C)=O)=O)C.C1C=CC(P(C2C=CC=CC=2)C2C=CC=CC=2)=CC=1.C1C=CC(P([N:75]=[N+:76]=[N-:77])(C2C=CC=CC=2)=O)=CC=1. The catalyst is C1COCC1. The product is [N:75]([CH2:11][C@H:10]([CH3:13])[C@H:9]([C@H:14]1[CH2:18][O:17][C:16]([CH3:20])([CH3:19])[N:15]1[C:21]([O:23][C:24]([CH3:27])([CH3:26])[CH3:25])=[O:22])[O:8][Si:1]([C:4]([CH3:7])([CH3:6])[CH3:5])([CH3:3])[CH3:2])=[N+:76]=[N-:77]. The yield is 0.860.